From a dataset of NCI-60 drug combinations with 297,098 pairs across 59 cell lines. Regression. Given two drug SMILES strings and cell line genomic features, predict the synergy score measuring deviation from expected non-interaction effect. (1) Drug 1: CC1=C(C=C(C=C1)NC2=NC=CC(=N2)N(C)C3=CC4=NN(C(=C4C=C3)C)C)S(=O)(=O)N.Cl. Drug 2: CC1=CC=C(C=C1)C2=CC(=NN2C3=CC=C(C=C3)S(=O)(=O)N)C(F)(F)F. Cell line: BT-549. Synergy scores: CSS=1.02, Synergy_ZIP=5.26, Synergy_Bliss=8.92, Synergy_Loewe=6.12, Synergy_HSA=6.29. (2) Drug 1: CN1CCC(CC1)COC2=C(C=C3C(=C2)N=CN=C3NC4=C(C=C(C=C4)Br)F)OC. Drug 2: CS(=O)(=O)C1=CC(=C(C=C1)C(=O)NC2=CC(=C(C=C2)Cl)C3=CC=CC=N3)Cl. Cell line: NCI/ADR-RES. Synergy scores: CSS=8.42, Synergy_ZIP=-4.10, Synergy_Bliss=0.725, Synergy_Loewe=0.0740, Synergy_HSA=0.962. (3) Drug 1: CN1CCC(CC1)COC2=C(C=C3C(=C2)N=CN=C3NC4=C(C=C(C=C4)Br)F)OC. Drug 2: C1=CC(=C2C(=C1NCCNCCO)C(=O)C3=C(C=CC(=C3C2=O)O)O)NCCNCCO. Cell line: HS 578T. Synergy scores: CSS=35.2, Synergy_ZIP=14.4, Synergy_Bliss=14.8, Synergy_Loewe=-8.32, Synergy_HSA=10.4.